Dataset: Catalyst prediction with 721,799 reactions and 888 catalyst types from USPTO. Task: Predict which catalyst facilitates the given reaction. Reactant: O.NN.[Cl:4][C:5]1[CH:6]=[C:7]([CH2:16][N:17]2C(=O)C3C(=CC=CC=3)C2=O)[CH:8]=[N:9][C:10]=1[O:11][CH2:12][CH:13]([F:15])[F:14]. The catalyst class is: 5. Product: [ClH:4].[Cl:4][C:5]1[CH:6]=[C:7]([CH2:16][NH2:17])[CH:8]=[N:9][C:10]=1[O:11][CH2:12][CH:13]([F:14])[F:15].